From a dataset of Forward reaction prediction with 1.9M reactions from USPTO patents (1976-2016). Predict the product of the given reaction. (1) The product is: [CH3:8][C:6]1[N:7]=[C:2]([C:30]2[N:26]([CH:21]3[CH2:22][CH2:23][CH2:24][CH2:25][O:20]3)[N:27]=[CH:28][CH:29]=2)[C:3]2[CH2:12][CH2:11][N:10]([C:13]([O:15][C:16]([CH3:19])([CH3:18])[CH3:17])=[O:14])[CH2:9][C:4]=2[N:5]=1. Given the reactants Cl[C:2]1[C:3]2[CH2:12][CH2:11][N:10]([C:13]([O:15][C:16]([CH3:19])([CH3:18])[CH3:17])=[O:14])[CH2:9][C:4]=2[N:5]=[C:6]([CH3:8])[N:7]=1.[O:20]1[CH2:25][CH2:24][CH2:23][CH2:22][CH:21]1[N:26]1[C:30](B2OC(C)(C)C(C)(C)O2)=[CH:29][CH:28]=[N:27]1.C([O-])([O-])=O.[Na+].[Na+], predict the reaction product. (2) Given the reactants [NH2:1][C:2]1[N:3]([CH3:8])[O:4][C:5](=[O:7])[CH:6]=1.[Br:9][C:10]1[CH:11]=[C:12]([CH:15]=[CH:16][C:17]=1[F:18])[CH:13]=O.[O:19]1[CH2:24][C:23](=O)[CH2:22][C:21](=[O:26])[CH2:20]1, predict the reaction product. The product is: [Br:9][C:10]1[CH:11]=[C:12]([CH:13]2[C:22]3[C:21](=[O:26])[CH2:20][O:19][CH2:24][C:23]=3[NH:1][C:2]3[N:3]([CH3:8])[O:4][C:5](=[O:7])[C:6]2=3)[CH:15]=[CH:16][C:17]=1[F:18]. (3) The product is: [CH3:28][O:29][C:30]1[CH:31]=[C:32]([NH:33][C:2]2[C:11]3=[N:12][NH:13][C:14]([C:15]([F:18])([F:16])[F:17])=[C:10]3[C:9]3[CH:8]=[CH:7][CH:6]=[CH:5][C:4]=3[N:3]=2)[CH:34]=[CH:35][C:36]=1[O:37][CH3:38]. Given the reactants Cl[C:2]1[C:11]2=[N:12][N:13](CC3C=CC(OC)=CC=3)[C:14]([C:15]([F:18])([F:17])[F:16])=[C:10]2[C:9]2[CH:8]=[CH:7][CH:6]=[CH:5][C:4]=2[N:3]=1.[CH3:28][O:29][C:30]1[CH:31]=[C:32]([CH:34]=[CH:35][C:36]=1[O:37][CH3:38])[NH2:33].Cl, predict the reaction product. (4) Given the reactants [F:1][C:2]1[C:7]([F:8])=[CH:6][CH:5]=[CH:4][C:3]=1[C:9]1[N:17]=[C:12]2[CH:13]=[N:14][NH:15][CH:16]=[C:11]2[N:10]=1.Br[CH2:19][C:20]1[CH:21]=[C:22]([F:38])[C:23]([C:26]2[CH:31]=[CH:30][C:29]([O:32][CH3:33])=[CH:28][C:27]=2[C:34]([F:37])([F:36])[F:35])=[N:24][CH:25]=1, predict the reaction product. The product is: [F:1][C:2]1[C:7]([F:8])=[CH:6][CH:5]=[CH:4][C:3]=1[C:9]1[N:17]=[C:12]2[CH:13]=[N:14][N:15]([CH2:19][C:20]3[CH:25]=[N:24][C:23]([C:26]4[CH:31]=[CH:30][C:29]([O:32][CH3:33])=[CH:28][C:27]=4[C:34]([F:37])([F:35])[F:36])=[C:22]([F:38])[CH:21]=3)[CH:16]=[C:11]2[N:10]=1. (5) Given the reactants Br[C:2]1[CH:11]=[CH:10][C:9]2[C:4](=[CH:5][C:6](Br)=[CH:7][CH:8]=2)[CH:3]=1.[CH3:13][O:14][C:15]([C:17]1[CH:18]=[C:19](B(O)O)[CH:20]=[CH:21][CH:22]=1)=[O:16].[F-].[Cs+], predict the reaction product. The product is: [CH:3]1[C:4]2[C:9](=[CH:8][CH:7]=[C:6]([C:21]3[CH:22]=[C:17]([CH:18]=[CH:19][CH:20]=3)[C:15]([O:14][CH3:13])=[O:16])[CH:5]=2)[CH:10]=[CH:11][C:2]=1[C:21]1[CH:22]=[C:17]([CH:18]=[CH:19][CH:20]=1)[C:15]([O:14][CH3:13])=[O:16]. (6) Given the reactants [N:1]([CH2:4][C:5]([C:13]1[CH:18]=[CH:17][C:16]([F:19])=[CH:15][C:14]=1[F:20])([OH:12])[CH2:6][N:7]1[CH:11]=[N:10][CH:9]=[N:8]1)=[N+:2]=[N-:3].[NH2:21][C:22]1[C:27]([C:28]#[N:29])=[CH:26][C:25]([CH3:30])=[C:24]([C:31]2[CH:36]=[CH:35][C:34]([O:37][CH2:38][C:39]#[CH:40])=[CH:33][CH:32]=2)[C:23]=1[C:41]#[N:42].O=C1O[C@H]([C@H](CO)O)C([O-])=C1O.[Na+], predict the reaction product. The product is: [NH2:21][C:22]1[C:27]([C:28]#[N:29])=[CH:26][C:25]([CH3:30])=[C:24]([C:31]2[CH:36]=[CH:35][C:34]([O:37][CH2:38][C:39]3[N:3]=[N:2][N:1]([CH2:4][C:5]([C:13]4[CH:18]=[CH:17][C:16]([F:19])=[CH:15][C:14]=4[F:20])([OH:12])[CH2:6][N:7]4[CH:11]=[N:10][CH:9]=[N:8]4)[CH:40]=3)=[CH:33][CH:32]=2)[C:23]=1[C:41]#[N:42]. (7) Given the reactants [OH:1][C:2]1[CH:7]=[CH:6][C:5]([C:8]2[CH:17]=[C:16]3[C:11]([CH:12]=[C:13]([C:18]([O:20][CH3:21])=[O:19])[N:14]=[CH:15]3)=[CH:10][CH:9]=2)=[CH:4][CH:3]=1.[CH:22]1([C:26]2[O:30][N:29]=[C:28]([C:31]3[C:36]([Cl:37])=[CH:35][N:34]=[CH:33][C:32]=3[Cl:38])[C:27]=2[CH2:39]O)[CH2:25][CH2:24][CH2:23]1.C1(P(C2C=CC=CC=2)C2C=CC=CC=2)C=CC=CC=1.N(C(OC(C)C)=O)=NC(OC(C)C)=O, predict the reaction product. The product is: [CH:22]1([C:26]2[O:30][N:29]=[C:28]([C:31]3[C:32]([Cl:38])=[CH:33][N:34]=[CH:35][C:36]=3[Cl:37])[C:27]=2[CH2:39][O:1][C:2]2[CH:3]=[CH:4][C:5]([C:8]3[CH:17]=[C:16]4[C:11]([CH:12]=[C:13]([C:18]([O:20][CH3:21])=[O:19])[N:14]=[CH:15]4)=[CH:10][CH:9]=3)=[CH:6][CH:7]=2)[CH2:23][CH2:24][CH2:25]1.